Dataset: Catalyst prediction with 721,799 reactions and 888 catalyst types from USPTO. Task: Predict which catalyst facilitates the given reaction. (1) Reactant: [CH3:1][O:2][C:3](=[O:20])[CH2:4][CH2:5][CH2:6][CH2:7][CH2:8][CH2:9][CH2:10][CH2:11][CH2:12][CH2:13][CH2:14][CH2:15][CH2:16][CH2:17][CH2:18]Br.[C:21]([C:23]1[CH:28]=[CH:27][C:26]([C:29]2[CH:34]=[CH:33][C:32]([OH:35])=[CH:31][CH:30]=2)=[CH:25][CH:24]=1)#[N:22].C([O-])([O-])=O.[K+].[K+].C([O-])(O)=O.[Na+]. Product: [CH3:1][O:2][C:3](=[O:20])[CH:4]([O:35][C:32]1[CH:31]=[CH:30][C:29]([C:26]2[CH:27]=[CH:28][C:23]([C:21]#[N:22])=[CH:24][CH:25]=2)=[CH:34][CH:33]=1)[CH2:5][CH2:6][CH2:7][CH2:8][CH2:9][CH2:10][CH2:11][CH2:12][CH2:13][CH2:14][CH2:15][CH2:16][CH2:17][CH3:18]. The catalyst class is: 23. (2) Reactant: Cl.Cl[CH2:3][C:4]1[CH:13]=[CH:12][C:11]([OH:14])=[C:10]2[C:5]=1[CH:6]=[CH:7][CH:8]=[N:9]2.C(N(C(C)C)CC)(C)C.[N:24]1([C:30]([O:32][CH2:33][CH3:34])=[O:31])[CH2:29][CH2:28][NH:27][CH2:26][CH2:25]1. Product: [OH:14][C:11]1[CH:12]=[CH:13][C:4]([CH2:3][N:27]2[CH2:26][CH2:25][N:24]([C:30]([O:32][CH2:33][CH3:34])=[O:31])[CH2:29][CH2:28]2)=[C:5]2[C:10]=1[N:9]=[CH:8][CH:7]=[CH:6]2. The catalyst class is: 22.